This data is from Forward reaction prediction with 1.9M reactions from USPTO patents (1976-2016). The task is: Predict the product of the given reaction. (1) Given the reactants C[O:2][C:3](=[O:15])[C@@:4]([O:13][CH3:14])([CH3:12])[CH2:5][C:6]1[CH:11]=[CH:10][CH:9]=[CH:8][CH:7]=1.[OH-].[Li+].Cl, predict the reaction product. The product is: [CH3:14][O:13][C@:4]([CH3:12])([CH2:5][C:6]1[CH:11]=[CH:10][CH:9]=[CH:8][CH:7]=1)[C:3]([OH:15])=[O:2]. (2) Given the reactants [CH:1]1([CH2:4][O:5][C:6]2[CH:11]=[C:10]([F:12])[C:9]([O:13][CH3:14])=[CH:8][C:7]=2[C:15]2[C:16]3[NH:23][C:22]([CH3:24])=[C:21]([C:25]([O:27][CH2:28][CH3:29])=[O:26])[C:17]=3[N:18]=[CH:19][N:20]=2)[CH2:3][CH2:2]1.Cl[CH2:31][O:32][CH2:33][CH2:34][Si:35]([CH3:38])([CH3:37])[CH3:36], predict the reaction product. The product is: [CH:1]1([CH2:4][O:5][C:6]2[CH:11]=[C:10]([F:12])[C:9]([O:13][CH3:14])=[CH:8][C:7]=2[C:15]2[C:16]3[N:23]([CH2:31][O:32][CH2:33][CH2:34][Si:35]([CH3:38])([CH3:37])[CH3:36])[C:22]([CH3:24])=[C:21]([C:25]([O:27][CH2:28][CH3:29])=[O:26])[C:17]=3[N:18]=[CH:19][N:20]=2)[CH2:3][CH2:2]1. (3) Given the reactants CN(C)C=[O:4].Cl[CH2:7][CH2:8][CH2:9][O:10][C:11]1[CH:20]=[C:19]2[C:14]([C:15]([O:21][C:22]3[C:23]([CH3:32])=[N:24][C:25]4[C:30]([CH:31]=3)=[CH:29][CH:28]=[CH:27][CH:26]=4)=[CH:16][CH:17]=[N:18]2)=[CH:13][C:12]=1[O:33][CH3:34].C(=O)([O-])[O-].[K+].[K+], predict the reaction product. The product is: [CH3:34][O:33][C:12]1[CH:13]=[C:14]2[C:19](=[CH:20][C:11]=1[O:10][CH2:9][CH2:8][CH2:7][OH:4])[N:18]=[CH:17][CH:16]=[C:15]2[O:21][C:22]1[C:23]([CH3:32])=[N:24][C:25]2[C:30]([CH:31]=1)=[CH:29][CH:28]=[CH:27][CH:26]=2. (4) Given the reactants [C:1]([NH:4][CH2:5][CH2:6][CH2:7][S:8]([O:11][CH2:12][C:13]([CH3:24])([CH3:23])[CH2:14][NH:15]C(OC(C)(C)C)=O)(=[O:10])=[O:9])(=[O:3])[CH3:2].FC(F)(F)C(O)=O.[Cl:32]CCl, predict the reaction product. The product is: [ClH:32].[C:1]([NH:4][CH2:5][CH2:6][CH2:7][S:8]([O:11][CH2:12][C:13]([CH3:24])([CH3:23])[CH2:14][NH2:15])(=[O:10])=[O:9])(=[O:3])[CH3:2]. (5) Given the reactants [NH:1]([C:3]([C@@H:5]1[CH2:9][CH2:8][CH2:7][N:6]1[C:10]([O:12][C:13]([CH3:16])([CH3:15])[CH3:14])=[O:11])=[O:4])[NH2:2].[C:17](N1C=CN=C1)(N1C=CN=C1)=[O:18], predict the reaction product. The product is: [O:18]=[C:17]1[O:4][C:3]([C@@H:5]2[CH2:9][CH2:8][CH2:7][N:6]2[C:10]([O:12][C:13]([CH3:16])([CH3:15])[CH3:14])=[O:11])=[N:1][NH:2]1. (6) Given the reactants FC(F)(F)C(O)=O.[I:8][C:9]1[C:17]2[C:12](=[CH:13][CH:14]=[C:15]([NH2:18])[CH:16]=2)[NH:11][N:10]=1.[CH:19]([O:22][CH:23]([C:27]1[CH:32]=[CH:31][CH:30]=[CH:29][CH:28]=1)[C:24](O)=[O:25])([CH3:21])[CH3:20].CN(C(ON1N=NC2C=CC=CC1=2)=[N+](C)C)C.[B-](F)(F)(F)F.CCN(C(C)C)C(C)C.CO[Na], predict the reaction product. The product is: [I:8][C:9]1[C:17]2[C:12](=[CH:13][CH:14]=[C:15]([NH:18][C:24](=[O:25])[CH:23]([O:22][CH:19]([CH3:20])[CH3:21])[C:27]3[CH:32]=[CH:31][CH:30]=[CH:29][CH:28]=3)[CH:16]=2)[NH:11][N:10]=1. (7) Given the reactants [CH:1]([N:14]1[CH2:19][CH2:18][N:17]([CH2:20][CH:21]2[O:25][C:24](=[O:26])[N:23]([CH2:27]C3C=CC(F)=CC=3)[CH2:22]2)[CH2:16][CH2:15]1)([C:8]1[CH:13]=[CH:12][CH:11]=[CH:10][CH:9]=1)[C:2]1[CH:7]=[CH:6][CH:5]=[CH:4][CH:3]=1.[CH3:35][C:36]1[CH:41]=[CH:40][C:39](S(OC)(=O)=O)=[CH:38][CH:37]=1.CC1C=CC(S(OCC2OC(=O)N(CC3C=CC(F)=CC=3)C2)(=O)=O)=CC=1, predict the reaction product. The product is: [CH:1]([N:14]1[CH2:15][CH2:16][N:17]([CH2:20][CH:21]2[O:25][C:24](=[O:26])[N:23]([CH2:27][CH2:35][C:36]3[CH:41]=[CH:40][CH:39]=[CH:38][CH:37]=3)[CH2:22]2)[CH2:18][CH2:19]1)([C:8]1[CH:13]=[CH:12][CH:11]=[CH:10][CH:9]=1)[C:2]1[CH:3]=[CH:4][CH:5]=[CH:6][CH:7]=1.